From a dataset of Full USPTO retrosynthesis dataset with 1.9M reactions from patents (1976-2016). Predict the reactants needed to synthesize the given product. (1) Given the product [C:16]1([C:22]2[C:23]([C:31]3[CH:32]=[CH:33][C:34]([CH2:35][N:1]4[CH2:2][CH2:3][CH:4]([C:7]5[NH:15][C:10]6[CH:11]=[N:12][CH:13]=[CH:14][C:9]=6[N:8]=5)[CH2:5][CH2:6]4)=[CH:37][CH:38]=3)=[N:24][C:25]3[N:26]([N:28]=[CH:29][CH:30]=3)[CH:27]=2)[CH:21]=[CH:20][CH:19]=[CH:18][CH:17]=1, predict the reactants needed to synthesize it. The reactants are: [NH:1]1[CH2:6][CH2:5][CH:4]([C:7]2[NH:15][C:10]3[CH:11]=[N:12][CH:13]=[CH:14][C:9]=3[N:8]=2)[CH2:3][CH2:2]1.[C:16]1([C:22]2[C:23]([C:31]3[CH:38]=[CH:37][C:34]([CH:35]=O)=[CH:33][CH:32]=3)=[N:24][C:25]3[N:26]([N:28]=[CH:29][CH:30]=3)[CH:27]=2)[CH:21]=[CH:20][CH:19]=[CH:18][CH:17]=1.[BH-](OC(C)=O)(OC(C)=O)OC(C)=O.[Na+].C1COCC1. (2) Given the product [CH3:40][O:39][N:38]([CH3:37])[C:11]([C:9]1[N:10]=[C:5]2[CH:4]=[CH:3][C:2]([Cl:1])=[CH:7][N:6]2[CH:8]=1)=[O:13], predict the reactants needed to synthesize it. The reactants are: [Cl:1][C:2]1[CH:3]=[CH:4][C:5]2[N:6]([CH:8]=[C:9]([C:11]([OH:13])=O)[N:10]=2)[CH:7]=1.Cl.CN(C)CCCN=C=NCC.ON1C2C=CC=CC=2N=N1.Cl.[CH3:37][NH:38][O:39][CH3:40]. (3) Given the product [F:10][C:9]([F:12])([F:11])[CH:8]([C:4]1[CH:5]=[CH:6][CH:7]=[C:2]([B:17]2[O:18][C:19]([CH3:21])([CH3:20])[C:15]([CH3:22])([CH3:14])[O:16]2)[CH:3]=1)[OH:13], predict the reactants needed to synthesize it. The reactants are: Br[C:2]1[CH:3]=[C:4]([C:8](=[O:13])[C:9]([F:12])([F:11])[F:10])[CH:5]=[CH:6][CH:7]=1.[CH3:14][C:15]1([CH3:22])[C:19]([CH3:21])([CH3:20])[O:18][BH:17][O:16]1.CCN(CC)CC. (4) Given the product [CH3:1][O:2][C:3](=[O:14])[CH2:4][C:5]1[CH:9]=[C:8]([CH2:10][Cl:16])[S:7][C:6]=1[CH3:13], predict the reactants needed to synthesize it. The reactants are: [CH3:1][O:2][C:3](=[O:14])[CH2:4][C:5]1[CH:9]=[C:8]([CH2:10]OC)[S:7][C:6]=1[CH3:13].B(Cl)(Cl)[Cl:16]. (5) Given the product [C:41]([C:35]1([C:38](=[O:40])[NH:43][CH2:44][C:45]2[CH:46]=[N:47][C:48]([C:51]([F:54])([F:52])[F:53])=[CH:49][CH:50]=2)[CH2:34][CH2:33][N:32]([C:30]([O:29][C:25]([CH3:26])([CH3:27])[CH3:28])=[O:31])[CH2:37][CH2:36]1)#[N:42], predict the reactants needed to synthesize it. The reactants are: CN(C(ON1N=NC2C=CC=NC1=2)=[N+](C)C)C.F[P-](F)(F)(F)(F)F.[C:25]([O:29][C:30]([N:32]1[CH2:37][CH2:36][C:35]([C:41]#[N:42])([C:38]([OH:40])=O)[CH2:34][CH2:33]1)=[O:31])([CH3:28])([CH3:27])[CH3:26].[NH2:43][CH2:44][C:45]1[CH:46]=[N:47][C:48]([C:51]([F:54])([F:53])[F:52])=[CH:49][CH:50]=1.CCN(C(C)C)C(C)C. (6) The reactants are: Cl.[NH2:2][C@@H:3]1[CH2:8][CH2:7][C@H:6]([NH:9][C:10]([C:12]2[C:16]3=[N:17][CH:18]=[CH:19][C:20]([C:21]4[CH:26]=[C:25]([F:27])[C:24]([O:28][CH3:29])=[CH:23][C:22]=4[O:30][CH2:31][CH:32]4[CH2:34][CH2:33]4)=[C:15]3[NH:14][C:13]=2[CH3:35])=[O:11])[CH2:5][CH2:4]1.[CH3:36][O:37][CH2:38][C:39](Cl)=[O:40]. Given the product [CH:32]1([CH2:31][O:30][C:22]2[CH:23]=[C:24]([O:28][CH3:29])[C:25]([F:27])=[CH:26][C:21]=2[C:20]2[CH:19]=[CH:18][N:17]=[C:16]3[C:12]([C:10]([NH:9][C@H:6]4[CH2:7][CH2:8][C@@H:3]([NH:2][C:39](=[O:40])[CH2:38][O:37][CH3:36])[CH2:4][CH2:5]4)=[O:11])=[C:13]([CH3:35])[NH:14][C:15]=23)[CH2:33][CH2:34]1, predict the reactants needed to synthesize it. (7) Given the product [CH2:1]([N:8]1[CH2:13][CH2:12][N:11]2[N:14]=[C:15]([CH2:17][O:18][C:21]3[CH:26]=[CH:25][CH:24]=[CH:23][N:22]=3)[CH:16]=[C:10]2[C:9]1=[O:19])[C:2]1[CH:3]=[CH:4][CH:5]=[CH:6][CH:7]=1, predict the reactants needed to synthesize it. The reactants are: [CH2:1]([N:8]1[CH2:13][CH2:12][N:11]2[N:14]=[C:15]([CH2:17][OH:18])[CH:16]=[C:10]2[C:9]1=[O:19])[C:2]1[CH:7]=[CH:6][CH:5]=[CH:4][CH:3]=1.Cl[C:21]1[CH:26]=[CH:25][CH:24]=[CH:23][N:22]=1.C(=O)([O-])[O-].[Cs+].[Cs+].C(P(C(C)(C)C)C1C=CC=CC=1C1C=CC=CC=1)(C)(C)C.